Dataset: Full USPTO retrosynthesis dataset with 1.9M reactions from patents (1976-2016). Task: Predict the reactants needed to synthesize the given product. (1) Given the product [F:18][C:19]([F:32])([F:31])[S:20]([O:1][C:2]1[CH:11]=[CH:10][C:5]2[C:6](=[O:9])[CH2:7][O:8][C:4]=2[CH:3]=1)(=[O:22])=[O:21], predict the reactants needed to synthesize it. The reactants are: [OH:1][C:2]1[CH:11]=[CH:10][C:5]2[C:6](=[O:9])[CH2:7][O:8][C:4]=2[CH:3]=1.N1C=CC=CC=1.[F:18][C:19]([F:32])([F:31])[S:20](O[S:20]([C:19]([F:32])([F:31])[F:18])(=[O:22])=[O:21])(=[O:22])=[O:21]. (2) Given the product [CH2:1]([O:8][C:9]([C:11]1[C:19]2[C:14](=[CH:15][CH:16]=[C:17]([O:20][CH2:21][CH2:22][N:25]3[CH2:29][CH2:28][CH2:27][CH:26]3[C:30]3[CH:31]=[N:32][CH:33]=[CH:34][CH:35]=3)[CH:18]=2)[NH:13][C:12]=1[CH3:24])=[O:10])[C:2]1[CH:7]=[CH:6][CH:5]=[CH:4][CH:3]=1, predict the reactants needed to synthesize it. The reactants are: [CH2:1]([O:8][C:9]([C:11]1[C:19]2[C:14](=[CH:15][CH:16]=[C:17]([O:20][CH2:21][CH2:22]Cl)[CH:18]=2)[NH:13][C:12]=1[CH3:24])=[O:10])[C:2]1[CH:7]=[CH:6][CH:5]=[CH:4][CH:3]=1.[NH:25]1[CH2:29][CH2:28][CH2:27][CH:26]1[C:30]1[CH:31]=[N:32][CH:33]=[CH:34][CH:35]=1. (3) The reactants are: Br[C:2]1[CH:11]=[CH:10][C:9]2[N:8]=[CH:7][C:6]3[N:12]([CH3:29])[C:13](=[N:26][C:27]#[N:28])[N:14]([C:15]4[CH:16]=[N:17][C:18]([C:21]([C:24]#[N:25])([CH3:23])[CH3:22])=[CH:19][CH:20]=4)[C:5]=3[C:4]=2[CH:3]=1.[B:30]1(B2OC(C)(C)C(C)(C)O2)[O:34]C(C)(C)C(C)(C)[O:31]1.C([O-])(=O)C.[K+].C(Cl)Cl. Given the product [C:27]([N:26]=[C:13]1[N:12]([CH3:29])[C:6]2[CH:7]=[N:8][C:9]3[CH:10]=[CH:11][C:2]([B:30]([OH:34])[OH:31])=[CH:3][C:4]=3[C:5]=2[N:14]1[C:15]1[CH:16]=[N:17][C:18]([C:21]([C:24]#[N:25])([CH3:23])[CH3:22])=[CH:19][CH:20]=1)#[N:28], predict the reactants needed to synthesize it. (4) Given the product [CH2:7]([O:6][C:4](=[O:5])[C:3]([C:1]#[N:2])=[CH2:12])[CH3:8], predict the reactants needed to synthesize it. The reactants are: [C:1]([CH2:3][C:4]([O:6][CH2:7][CH3:8])=[O:5])#[N:2].C=O.N1CCCC[CH2:12]1.O=P12OP3(OP(OP(O3)(O1)=O)(=O)O2)=O.C1(C=CC(O)=CC=1)O.C1(C)C=CC(S(O)(=O)=O)=CC=1.P(=O)(O)(O)O. (5) Given the product [N:32]1([C:2]2[CH:7]=[C:6]([CH2:8][N:9]3[CH:14]=[C:13]([C:15]4[O:19][N:18]=[C:17]([C:20]5[CH:21]=[CH:22][C:23]([O:26][C:27]([F:29])([F:28])[F:30])=[CH:24][CH:25]=5)[N:16]=4)[CH:12]=[CH:11][C:10]3=[O:31])[CH:5]=[CH:4][N:3]=2)[CH2:37][CH2:36][NH:35][CH2:34][CH2:33]1, predict the reactants needed to synthesize it. The reactants are: Cl[C:2]1[CH:7]=[C:6]([CH2:8][N:9]2[CH:14]=[C:13]([C:15]3[O:19][N:18]=[C:17]([C:20]4[CH:25]=[CH:24][C:23]([O:26][C:27]([F:30])([F:29])[F:28])=[CH:22][CH:21]=4)[N:16]=3)[CH:12]=[CH:11][C:10]2=[O:31])[CH:5]=[CH:4][N:3]=1.[NH:32]1[CH2:37][CH2:36][NH:35][CH2:34][CH2:33]1. (6) Given the product [F:1][C:2]1[CH:3]=[C:4]([N:19]2[CH2:23][CH:22]([CH2:24][NH:25][C:26](=[S:27])[O:30][CH3:29])[O:21][C:20]2=[O:28])[CH:5]=[CH:6][C:7]=1[N:8]1[CH:12]=[C:11]([CH2:13][N:14]2[CH:18]=[CH:17][CH:16]=[N:15]2)[N:10]=[CH:9]1, predict the reactants needed to synthesize it. The reactants are: [F:1][C:2]1[CH:3]=[C:4]([N:19]2[CH2:23][CH:22]([CH2:24][N:25]=[C:26]=[S:27])[O:21][C:20]2=[O:28])[CH:5]=[CH:6][C:7]=1[N:8]1[CH:12]=[C:11]([CH2:13][N:14]2[CH:18]=[CH:17][CH:16]=[N:15]2)[N:10]=[CH:9]1.[CH3:29][OH:30]. (7) Given the product [CH3:40][O:39][C:37](=[O:38])[C:36]1[CH:41]=[C:32]([O:31][CH2:29][C:26]2[S:27][CH:28]=[C:24]([C:21]3[CH:22]=[CH:23][C:18]([CH2:17][N:5]([C:6]4[CH:11]=[CH:10][C:9]([CH:12]([CH2:15][CH3:16])[CH2:13][CH3:14])=[CH:8][CH:7]=4)[CH:2]([CH3:4])[CH3:3])=[CH:19][CH:20]=3)[N:25]=2)[CH:33]=[N:34][CH:35]=1, predict the reactants needed to synthesize it. The reactants are: Cl.[CH:2]([N:5]([CH2:17][C:18]1[CH:23]=[CH:22][C:21]([C:24]2[N:25]=[C:26]([CH2:29]Cl)[S:27][CH:28]=2)=[CH:20][CH:19]=1)[C:6]1[CH:11]=[CH:10][C:9]([CH:12]([CH2:15][CH3:16])[CH2:13][CH3:14])=[CH:8][CH:7]=1)([CH3:4])[CH3:3].[OH:31][C:32]1[CH:33]=[N:34][CH:35]=[C:36]([CH:41]=1)[C:37]([O:39][CH3:40])=[O:38].C(=O)([O-])[O-].[K+].[K+].[I-].[K+]. (8) Given the product [S:40]([C:44]1[CH:50]=[CH:49][C:47]([CH3:48])=[CH:46][CH:45]=1)([OH:43])(=[O:42])=[O:41].[F:38][C:2]([F:1])([F:37])[C:3]1[CH:32]=[C:31]([C:33]([F:35])([F:36])[F:34])[CH:30]=[CH:29][C:4]=1[CH2:5][N:6]1[CH2:11][CH2:10][CH:9](/[CH:12]=[C:13]2/[C:14]([NH:19][CH2:20]/[CH:21]=[CH:22]\[CH2:23][N:24]([CH2:27][CH3:28])[CH2:25][CH3:26])=[N:15][C:16](=[O:18])[S:17]/2)[CH2:8][CH2:7]1, predict the reactants needed to synthesize it. The reactants are: [F:1][C:2]([F:38])([F:37])[C:3]1[CH:32]=[C:31]([C:33]([F:36])([F:35])[F:34])[CH:30]=[CH:29][C:4]=1[CH2:5][N:6]1[CH2:11][CH2:10][CH:9](/[CH:12]=[C:13]2/[C:14]([NH:19][CH2:20]/[CH:21]=[CH:22]\[CH2:23][N:24]([CH2:27][CH3:28])[CH2:25][CH3:26])=[N:15][C:16](=[O:18])[S:17]/2)[CH2:8][CH2:7]1.O.[S:40]([C:44]1[CH:50]=[CH:49][C:47]([CH3:48])=[CH:46][CH:45]=1)([OH:43])(=[O:42])=[O:41].